The task is: Predict the product of the given reaction.. This data is from Forward reaction prediction with 1.9M reactions from USPTO patents (1976-2016). (1) Given the reactants [Br:1][C:2]1[CH:3]=[C:4]2[C:9](=[CH:10][CH:11]=1)[N:8]=[CH:7][C:6]([C:12](=[O:16])[CH:13]([CH3:15])[CH3:14])=[C:5]2Cl.[CH3:18][N:19]([CH2:21][C:22]1[CH:28]=[CH:27][C:25]([NH2:26])=[CH:24][CH:23]=1)[CH3:20], predict the reaction product. The product is: [Br:1][C:2]1[CH:3]=[C:4]2[C:9](=[CH:10][CH:11]=1)[N:8]=[CH:7][C:6]([C:12](=[O:16])[CH:13]([CH3:15])[CH3:14])=[C:5]2[NH:26][C:25]1[CH:24]=[CH:23][C:22]([CH2:21][N:19]([CH3:20])[CH3:18])=[CH:28][CH:27]=1. (2) Given the reactants [C:9](O[C:9]([O:11][C:12]([CH3:15])([CH3:14])[CH3:13])=[O:10])([O:11][C:12]([CH3:15])([CH3:14])[CH3:13])=[O:10].[CH3:16][N:17]([CH3:35])[C:18]1([C:29]2[CH:34]=[CH:33][CH:32]=[CH:31][CH:30]=2)[CH2:28][CH2:27][C:21]2([CH2:25][NH:24][C:23](=[O:26])[CH2:22]2)[CH2:20][CH2:19]1, predict the reaction product. The product is: [C:12]([O:11][C:9]([N:24]1[C:23](=[O:26])[CH2:22][C:21]2([CH2:20][CH2:19][C:18]([N:17]([CH3:35])[CH3:16])([C:29]3[CH:34]=[CH:33][CH:32]=[CH:31][CH:30]=3)[CH2:28][CH2:27]2)[CH2:25]1)=[O:10])([CH3:13])([CH3:14])[CH3:15]. (3) Given the reactants [Cl:1][C:2]1[N:3]=[C:4](Cl)[C:5]2[CH2:10][N:9]([CH:11]([CH3:13])[CH3:12])[C:8](=[O:14])[C:6]=2[N:7]=1.[CH3:16][O:17][C:18]1[CH:23]=[CH:22][C:21]([CH2:24][C:25]([CH3:28])([NH2:27])[CH3:26])=[CH:20][CH:19]=1.C(N(C(C)C)C(C)C)C, predict the reaction product. The product is: [Cl:1][C:2]1[N:3]=[C:4]([NH:27][C:25]([CH3:28])([CH3:26])[CH2:24][C:21]2[CH:22]=[CH:23][C:18]([O:17][CH3:16])=[CH:19][CH:20]=2)[C:5]2[CH2:10][N:9]([CH:11]([CH3:13])[CH3:12])[C:8](=[O:14])[C:6]=2[N:7]=1.